This data is from Reaction yield outcomes from USPTO patents with 853,638 reactions. The task is: Predict the reaction yield, written as a fraction of the theoretical maximum amount of product (1.0 means a 100% yield; for example, 0.34 means a 34% yield). (1) The reactants are [CH:1]([C:4]1[N:8]=[C:7]([N:9]2[CH2:14][CH2:13][CH:12]([NH:15]C(=O)OC(C)(C)C)[CH2:11][CH2:10]2)[S:6][N:5]=1)([CH3:3])[CH3:2].[ClH:23].CCOCC. The catalyst is C(Cl)Cl.CO.O1CCOCC1. The product is [ClH:23].[CH:1]([C:4]1[N:8]=[C:7]([N:9]2[CH2:10][CH2:11][CH:12]([NH2:15])[CH2:13][CH2:14]2)[S:6][N:5]=1)([CH3:3])[CH3:2]. The yield is 0.941. (2) The catalyst is N1C=CC=CC=1.CN(C1C=CN=CC=1)C.CCOCC.C(OCC)(=O)C. The reactants are [N:1]([CH2:4][C@H:5]([CH3:26])[C@@H:6]([O:18][Si:19]([C:22]([CH3:25])([CH3:24])[CH3:23])([CH3:21])[CH3:20])[C@H:7]([NH:10][C:11](=[O:17])[O:12][C:13]([CH3:16])([CH3:15])[CH3:14])[CH2:8][OH:9])=[N+:2]=[N-:3].[CH3:27][S:28](Cl)(=[O:30])=[O:29]. The yield is 0.900. The product is [CH3:27][S:28]([O:9][CH2:8][C@@H:7]([NH:10][C:11]([O:12][C:13]([CH3:16])([CH3:14])[CH3:15])=[O:17])[C@H:6]([O:18][Si:19]([C:22]([CH3:25])([CH3:24])[CH3:23])([CH3:20])[CH3:21])[C@@H:5]([CH3:26])[CH2:4][N:1]=[N+:2]=[N-:3])(=[O:30])=[O:29]. (3) The reactants are [F:1][C:2]([F:7])([F:6])[C:3](O)=[O:4].[Cl:8][C:9]1[CH:10]=[C:11]2[C:16](=[CH:17][CH:18]=1)[CH:15]=[C:14]([S:19]([CH2:22][C@@H:23]([NH:42]C(=O)OC(C)(C)C)[C:24]([N:26]1[CH2:31][CH2:30][CH:29]([N:32]3[CH2:36][C:35]4=[CH:37][N:38]=[C:39]([CH3:40])[N:34]4[C:33]3=[O:41])[CH2:28][CH2:27]1)=[O:25])(=[O:21])=[O:20])[CH:13]=[CH:12]2.C(=O)([O-])O.[Na+].C(=O)([O-])[O-].[K+].[K+]. The catalyst is ClCCl. The product is [Cl:8][C:9]1[CH:10]=[C:11]2[C:16](=[CH:17][CH:18]=1)[CH:15]=[C:14]([S:19]([CH2:22][C@@H:23]([NH:42][C:3](=[O:4])[C:2]([F:7])([F:6])[F:1])[C:24]([N:26]1[CH2:27][CH2:28][CH:29]([N:32]3[CH2:36][C:35]4=[CH:37][N:38]=[C:39]([CH3:40])[N:34]4[C:33]3=[O:41])[CH2:30][CH2:31]1)=[O:25])(=[O:21])=[O:20])[CH:13]=[CH:12]2. The yield is 0.260. (4) The reactants are C[O:2][C:3]([C:5]1[C:13]([NH:14][C:15]2[CH:20]=[CH:19][C:18]([Br:21])=[CH:17][C:16]=2[Cl:22])=[C:12]([F:23])[C:8]2[N:9]=[CH:10][NH:11][C:7]=2[CH:6]=1)=O.[H-].[Al+3].[Li+].[H-].[H-].[H-]. The catalyst is O1CCCC1. The product is [Br:21][C:18]1[CH:19]=[CH:20][C:15]([NH:14][C:13]2[C:5]([CH2:3][OH:2])=[CH:6][C:7]3[NH:11][CH:10]=[N:9][C:8]=3[C:12]=2[F:23])=[C:16]([Cl:22])[CH:17]=1. The yield is 1.00. (5) The reactants are [OH:1][C:2]1[CH:9]=[CH:8][C:5]([CH:6]=O)=[CH:4][CH:3]=1.[S:10]1[CH2:14][C:13](=[O:15])[NH:12][C:11]1=[O:16].C(O)(=O)C1C=CC=CC=1.N1CCCCC1. The catalyst is C1(C)C=CC=CC=1. The product is [OH:1][C:2]1[CH:9]=[CH:8][C:5]([CH:6]=[C:14]2[S:10][C:11](=[O:16])[NH:12][C:13]2=[O:15])=[CH:4][CH:3]=1. The yield is 0.900. (6) The reactants are [CH3:1][O:2][C:3]1[CH:11]=[C:10]2[C:6]([CH:7]=[C:8]([CH3:12])[NH:9]2)=[CH:5][CH:4]=1.ClS([N:17]=[C:18]=O)(=O)=O.C([O-])(O)=O.[Na+]. The catalyst is C(#N)C.CN(C=O)C. The product is [CH3:1][O:2][C:3]1[CH:11]=[C:10]2[C:6]([C:7]([C:18]#[N:17])=[C:8]([CH3:12])[NH:9]2)=[CH:5][CH:4]=1. The yield is 0.810.